From a dataset of Catalyst prediction with 721,799 reactions and 888 catalyst types from USPTO. Predict which catalyst facilitates the given reaction. (1) Reactant: [NH2:1][C:2]1[C:7]([N+:8]([O-:10])=[O:9])=[CH:6][CH:5]=[CH:4][C:3]=1[OH:11].[Cl:12][C:13]1[CH:21]=[C:20]([Cl:22])[CH:19]=[CH:18][C:14]=1[C:15](Cl)=[O:16]. Product: [NH2:1][C:2]1[C:7]([N+:8]([O-:10])=[O:9])=[CH:6][CH:5]=[CH:4][C:3]=1[O:11][C:15](=[O:16])[C:14]1[CH:18]=[CH:19][C:20]([Cl:22])=[CH:21][C:13]=1[Cl:12]. The catalyst class is: 143. (2) Reactant: [Cl:1][C:2]1[CH:3]=[CH:4][C:5]([NH:8][C:9](=[O:24])[C:10]2[CH:15]=[CH:14][CH:13]=[CH:12][C:11]=2[NH:16][CH2:17][CH:18]2[CH2:23][CH2:22][NH:21][CH2:20][CH2:19]2)=[N:6][CH:7]=1.Cl[C:26]1[CH:31]=[CH:30][N:29]=[C:28]([CH3:32])[CH:27]=1. Product: [Cl:1][C:2]1[CH:3]=[CH:4][C:5]([NH:8][C:9](=[O:24])[C:10]2[CH:15]=[CH:14][CH:13]=[CH:12][C:11]=2[NH:16][CH2:17][CH:18]2[CH2:19][CH2:20][N:21]([C:26]3[CH:31]=[CH:30][N:29]=[C:28]([CH3:32])[CH:27]=3)[CH2:22][CH2:23]2)=[N:6][CH:7]=1. The catalyst class is: 8. (3) Reactant: [CH2:1]([O:3][C:4](=[O:19])[CH2:5][O:6][C:7]1[CH:12]=[C:11]([O:13][CH3:14])[C:10]([Cl:15])=[CH:9][C:8]=1[C:16](=O)[CH3:17])[CH3:2].CC([O-])(C)C.[K+].CCCCCC.CCOC(C)=O. Product: [CH2:1]([O:3][C:4]([C:5]1[O:6][C:7]2[CH:12]=[C:11]([O:13][CH3:14])[C:10]([Cl:15])=[CH:9][C:8]=2[C:16]=1[CH3:17])=[O:19])[CH3:2]. The catalyst class is: 216. (4) Reactant: [CH2:1]([O:8][C:9]1[CH:10]=[CH:11][C:12]([CH2:15][C:16]([NH:18][OH:19])=N)=[N:13][CH:14]=1)[C:2]1[CH:7]=[CH:6][CH:5]=[CH:4][CH:3]=1.Cl.N([O-])=O.[Na+].C(=O)([O-])O.[Na+].[C:30]([C:32]1[C:33]([NH2:39])=[N:34][C:35]([NH2:38])=[CH:36][CH:37]=1)#[CH:31].C(N(CC)CC)C. Product: [CH2:1]([O:8][C:9]1[CH:10]=[CH:11][C:12]([CH2:15][C:16]2[CH:31]=[C:30]([C:32]3[C:33]([NH2:39])=[N:34][C:35]([NH2:38])=[CH:36][CH:37]=3)[O:19][N:18]=2)=[N:13][CH:14]=1)[C:2]1[CH:7]=[CH:6][CH:5]=[CH:4][CH:3]=1. The catalyst class is: 132. (5) Reactant: [C:1]([NH:4][CH2:5][CH2:6][C:7]1[CH:12]=[CH:11][CH:10]=[CH:9][C:8]=1[C:13]1[CH:18]=[CH:17][C:16]([C@@H:19]2[C@@H:24]([C:25]3[CH:26]=[N:27][CH:28]=[CH:29][CH:30]=3)[CH2:23][CH2:22][N:21](C(OC(C)(C)C)=O)[CH2:20]2)=[C:15]([Cl:38])[CH:14]=1)(=[O:3])[CH3:2].Cl. Product: [Cl:38][C:15]1[CH:14]=[C:13]([C:8]2[CH:9]=[CH:10][CH:11]=[CH:12][C:7]=2[CH2:6][CH2:5][NH:4][C:1](=[O:3])[CH3:2])[CH:18]=[CH:17][C:16]=1[C@@H:19]1[C@@H:24]([C:25]2[CH:26]=[N:27][CH:28]=[CH:29][CH:30]=2)[CH2:23][CH2:22][NH:21][CH2:20]1. The catalyst class is: 2. (6) Reactant: [Cl:1][C:2]1[N:3]=[N:4][C:5]([Cl:11])=[CH:6][C:7]=1[CH:8]([CH3:10])[CH3:9].[OH-].[NH4+:13]. Product: [Cl:11][C:5]1[N:4]=[N:3][C:2]([NH2:13])=[C:7]([CH:8]([CH3:10])[CH3:9])[CH:6]=1.[Cl:1][C:2]1[N:3]=[N:4][C:5]([NH2:13])=[CH:6][C:7]=1[CH:8]([CH3:10])[CH3:9]. The catalyst class is: 6. (7) Reactant: C(=O)([O-])[O-].[K+].[K+].CC1C=CC(S(O[CH2:18][CH2:19][C:20]([OH:23])([CH3:22])[CH3:21])(=O)=O)=CC=1.CN(C=O)C.[OH:29][C:30]1[CH:35]=[CH:34][C:33]([N:36]2[C:45]3[C:40](=[CH:41][CH:42]=[C:43]([C:47]([O:49][CH3:50])=[O:48])[C:44]=3[CH3:46])[CH2:39][CH2:38][CH2:37]2)=[CH:32][CH:31]=1. The catalyst class is: 6. Product: [OH:23][C:20]([CH3:22])([CH3:21])[CH2:19][CH2:18][O:29][C:30]1[CH:31]=[CH:32][C:33]([N:36]2[C:45]3[C:40](=[CH:41][CH:42]=[C:43]([C:47]([O:49][CH3:50])=[O:48])[C:44]=3[CH3:46])[CH2:39][CH2:38][CH2:37]2)=[CH:34][CH:35]=1.